The task is: Predict the reactants needed to synthesize the given product.. This data is from Full USPTO retrosynthesis dataset with 1.9M reactions from patents (1976-2016). Given the product [CH3:1][C:2]1[CH:8]=[C:7]([CH3:9])[CH:6]=[C:5]([N+:10]([O-:12])=[O:11])[C:3]=1[NH:4][CH2:14][C:15]([N:17]([CH3:19])[CH3:18])=[O:16], predict the reactants needed to synthesize it. The reactants are: [CH3:1][C:2]1[CH:8]=[C:7]([CH3:9])[CH:6]=[C:5]([N+:10]([O-:12])=[O:11])[C:3]=1[NH2:4].Cl[CH2:14][C:15]([N:17]([CH3:19])[CH3:18])=[O:16].